Dataset: Catalyst prediction with 721,799 reactions and 888 catalyst types from USPTO. Task: Predict which catalyst facilitates the given reaction. (1) Reactant: [F:1][C:2]1([CH2:9][OH:10])[CH2:7][CH2:6][N:5]([CH3:8])[CH2:4][CH2:3]1.[H-].[Na+].F[C:14]1[CH:19]=[CH:18][C:17]([S:20]([NH2:23])(=[O:22])=[O:21])=[CH:16][C:15]=1[S:24]([C:27]([F:30])([F:29])[F:28])(=[O:26])=[O:25].O. Product: [F:1][C:2]1([CH2:9][O:10][C:14]2[CH:19]=[CH:18][C:17]([S:20]([NH2:23])(=[O:22])=[O:21])=[CH:16][C:15]=2[S:24]([C:27]([F:28])([F:30])[F:29])(=[O:26])=[O:25])[CH2:7][CH2:6][N:5]([CH3:8])[CH2:4][CH2:3]1. The catalyst class is: 217. (2) Reactant: [C:1]([C:3]1[C:8](=[O:9])[NH:7][C:6]2[S:10][CH:11]=[C:12]([C:13]3[CH:18]=[CH:17][C:16]([C:19]#[C:20][CH2:21][CH2:22][CH2:23][CH2:24][C:25]([OH:27])=O)=[CH:15][CH:14]=3)[C:5]=2[C:4]=1[OH:28])#[N:2].C1C=CC2N(O)N=NC=2C=1.CN(C(ON1N=NC2C=CC=CC1=2)=[N+](C)C)C.[B-](F)(F)(F)F.[CH3:61][CH2:62][N:63](CC)[CH2:64][CH3:65]. Product: [CH2:62]([N:63]([CH2:64][CH3:65])[C:25](=[O:27])[CH2:24][CH2:23][CH2:22][CH2:21][C:20]#[C:19][C:16]1[CH:15]=[CH:14][C:13]([C:12]2[C:5]3[C:4]([OH:28])=[C:3]([C:1]#[N:2])[C:8](=[O:9])[NH:7][C:6]=3[S:10][CH:11]=2)=[CH:18][CH:17]=1)[CH3:61]. The catalyst class is: 3. (3) Reactant: [NH:1]1[CH2:5][CH2:4][N:3]=[C:2]1/[CH:6]=[C:7](\[C:13]1[CH:14]=[N:15][CH:16]=[CH:17][CH:18]=1)/[C:8]1[CH:12]=[CH:11][S:10][CH:9]=1. Product: [NH:3]1[CH2:4][CH2:5][N:1]=[C:2]1[CH2:6][CH:7]([C:13]1[CH:14]=[N:15][CH:16]=[CH:17][CH:18]=1)[C:8]1[CH:12]=[CH:11][S:10][CH:9]=1. The catalyst class is: 29. (4) Reactant: [F:1][C:2]([F:19])([F:18])[C:3]1[CH:12]=[C:11]([OH:13])[C:10]2[C:5](=[C:6]([C:14]([F:17])([F:16])[F:15])[CH:7]=[CH:8][CH:9]=2)[N:4]=1.Br[CH2:21][C:22]1[CH:27]=[CH:26][C:25]([B:28]2[O:32][C:31]([CH3:34])([CH3:33])[C:30]([CH3:36])([CH3:35])[O:29]2)=[CH:24][CH:23]=1.C([O-])([O-])=O.[K+].[K+].O. Product: [CH3:33][C:31]1([CH3:34])[C:30]([CH3:35])([CH3:36])[O:29][B:28]([C:25]2[CH:24]=[CH:23][C:22]([CH2:21][O:13][C:11]3[C:10]4[C:5](=[C:6]([C:14]([F:15])([F:16])[F:17])[CH:7]=[CH:8][CH:9]=4)[N:4]=[C:3]([C:2]([F:18])([F:1])[F:19])[CH:12]=3)=[CH:27][CH:26]=2)[O:32]1. The catalyst class is: 3. (5) The catalyst class is: 374. Reactant: C1C(C(C(F)(F)F)(C(F)(F)F)C2C=CC(O)=CC=2)=CC=C(O)C=1.BrCCCCCCBr.C([O-])([O-])=O.[K+].[K+].[N+]([C:41]1[CH:42]=[C:43]([C:49]#[N:50])[C:44](=[CH:47][CH:48]=1)[C:45]#[N:46])([O-])=O.Cl. Product: [C:49](#[N:50])[C:43]1[C:44](=[CH:47][CH:48]=[CH:41][CH:42]=1)[C:45]#[N:46]. (6) Reactant: [Cl:1][C:2]1[CH:3]=[C:4]([C:26]#[C:27][CH2:28][N:29]2[CH2:33][CH2:32][CH2:31][CH2:30]2)[CH:5]=[C:6]2[C:10]=1[C:9](=[O:11])[N:8]([CH2:12][C:13]1[CH:18]=[CH:17][C:16]([O:19][C:20]3[CH:25]=[CH:24][CH:23]=[CH:22][CH:21]=3)=[CH:15][CH:14]=1)[CH2:7]2.[H][H].C(Cl)(Cl)Cl.CO. Product: [Cl:1][C:2]1[CH:3]=[C:4]([CH2:26][CH2:27][CH2:28][N:29]2[CH2:30][CH2:31][CH2:32][CH2:33]2)[CH:5]=[C:6]2[C:10]=1[C:9](=[O:11])[N:8]([CH2:12][C:13]1[CH:18]=[CH:17][C:16]([O:19][C:20]3[CH:25]=[CH:24][CH:23]=[CH:22][CH:21]=3)=[CH:15][CH:14]=1)[CH2:7]2. The catalyst class is: 178.